The task is: Regression. Given a peptide amino acid sequence and an MHC pseudo amino acid sequence, predict their binding affinity value. This is MHC class I binding data.. This data is from Peptide-MHC class I binding affinity with 185,985 pairs from IEDB/IMGT. (1) The peptide sequence is RLRDLLLIVTR. The MHC is HLA-B35:01 with pseudo-sequence HLA-B35:01. The binding affinity (normalized) is 0.00919. (2) The peptide sequence is RRAYSGKQY. The MHC is HLA-A02:01 with pseudo-sequence HLA-A02:01. The binding affinity (normalized) is 0.0847. (3) The peptide sequence is FRAPNTREL. The MHC is HLA-B27:05 with pseudo-sequence HLA-B27:05. The binding affinity (normalized) is 0.469. (4) The peptide sequence is FQKDAKVLF. The MHC is HLA-B15:17 with pseudo-sequence HLA-B15:17. The binding affinity (normalized) is 0.0847. (5) The binding affinity (normalized) is 0.0847. The MHC is HLA-B40:01 with pseudo-sequence HLA-B40:01. The peptide sequence is ERSDKSYEH. (6) The peptide sequence is IISTNTLGK. The MHC is HLA-A03:01 with pseudo-sequence HLA-A03:01. The binding affinity (normalized) is 0.490.